Dataset: Peptide-MHC class II binding affinity with 134,281 pairs from IEDB. Task: Regression. Given a peptide amino acid sequence and an MHC pseudo amino acid sequence, predict their binding affinity value. This is MHC class II binding data. (1) The peptide sequence is NSYIAEMETESWIVD. The MHC is DRB3_0202 with pseudo-sequence DRB3_0202. The binding affinity (normalized) is 0.241. (2) The peptide sequence is DKLTGPFTVRYTTEG. The MHC is HLA-DQA10102-DQB10502 with pseudo-sequence HLA-DQA10102-DQB10502. The binding affinity (normalized) is 0.0950.